From a dataset of Full USPTO retrosynthesis dataset with 1.9M reactions from patents (1976-2016). Predict the reactants needed to synthesize the given product. (1) Given the product [OH:8][C:9]1[C:10]([O:21][CH3:22])=[CH:11][C:12]2[CH:15]=[C:16]([C:17]([OH:19])=[O:18])[S:20][C:13]=2[CH:14]=1, predict the reactants needed to synthesize it. The reactants are: C([O:8][C:9]1[CH:14]=[CH:13][C:12](/[CH:15]=[C:16](\[SH:20])/[C:17]([OH:19])=[O:18])=[CH:11][C:10]=1[O:21][CH3:22])C1C=CC=CC=1.II.O.S(=O)(O)[O-].[Na+]. (2) Given the product [OH:1][C:2]1[C:3]([C:17]([NH:19][CH2:20][C:21]([OH:23])=[O:22])=[O:18])=[C:4]2[C:9](=[CH:10][C:11]=1[C:12]1[S:16][CH:15]=[N:14][CH:13]=1)[N:8]=[CH:7][CH:6]=[N:5]2, predict the reactants needed to synthesize it. The reactants are: [OH:1][C:2]1[C:3]([C:17]([NH:19][CH2:20][C:21]([O:23]CC)=[O:22])=[O:18])=[C:4]2[C:9](=[CH:10][C:11]=1[C:12]1[S:16][CH:15]=[N:14][CH:13]=1)[N:8]=[CH:7][CH:6]=[N:5]2.[OH-].[Na+].